This data is from Catalyst prediction with 721,799 reactions and 888 catalyst types from USPTO. The task is: Predict which catalyst facilitates the given reaction. (1) The catalyst class is: 121. Reactant: [CH2:1]([C@H:8]([NH:39][C:40](=[O:59])[C@H:41]([CH:56]([CH3:58])[CH3:57])[NH:42][C:43]([N:45]([CH2:47][C:48]1[N:49]=[C:50]([CH:53]([CH3:55])[CH3:54])[S:51][CH:52]=1)[CH3:46])=[O:44])[CH2:9][C@H:10]([O:29][CH:30](SCC(C)C)[CH:31]([CH3:33])[CH3:32])[C@@H:11]([NH:19][C:20]([O:22][CH2:23][C:24]1[S:28][CH:27]=[N:26][CH:25]=1)=[O:21])[CH2:12][C:13]1[CH:18]=[CH:17][CH:16]=[CH:15][CH:14]=1)[C:2]1[CH:7]=[CH:6][CH:5]=[CH:4][CH:3]=1.[P:60](=[O:64])([OH:63])([OH:62])[OH:61].IN1C(=O)CCC1=O.C([O-])([O-])=O.[Na+:77].[Na+].[O-]S([O-])(=S)=O.[Na+].[Na+]. Product: [CH2:1]([C@H:8]([NH:39][C:40](=[O:59])[C@H:41]([CH:56]([CH3:58])[CH3:57])[NH:42][C:43]([N:45]([CH2:47][C:48]1[N:49]=[C:50]([CH:53]([CH3:55])[CH3:54])[S:51][CH:52]=1)[CH3:46])=[O:44])[CH2:9][C@H:10]([O:29][CH:30]([O:64][P:60]([O-:63])([O-:62])=[O:61])[CH:31]([CH3:33])[CH3:32])[C@@H:11]([NH:19][C:20]([O:22][CH2:23][C:24]1[S:28][CH:27]=[N:26][CH:25]=1)=[O:21])[CH2:12][C:13]1[CH:14]=[CH:15][CH:16]=[CH:17][CH:18]=1)[C:2]1[CH:7]=[CH:6][CH:5]=[CH:4][CH:3]=1.[Na+:77].[Na+:77]. (2) Reactant: Cl[C:2]1[N:7]=[C:6]([C:8]([F:11])([F:10])[F:9])[CH:5]=[CH:4][N:3]=1.[NH2:12][C:13]1[CH:14]=[C:15]([C:19]2[N:20]=[C:21]([N:24]3[CH2:29][CH2:28][CH:27]([C:30]([O:32][CH2:33][CH3:34])=[O:31])[CH2:26][CH2:25]3)[S:22][CH:23]=2)[CH:16]=[CH:17][CH:18]=1.CC1C=CC(S(O)(=O)=O)=CC=1. Product: [F:9][C:8]([F:11])([F:10])[C:6]1[CH:5]=[CH:4][N:3]=[C:2]([NH:12][C:13]2[CH:14]=[C:15]([C:19]3[N:20]=[C:21]([N:24]4[CH2:29][CH2:28][CH:27]([C:30]([O:32][CH2:33][CH3:34])=[O:31])[CH2:26][CH2:25]4)[S:22][CH:23]=3)[CH:16]=[CH:17][CH:18]=2)[N:7]=1. The catalyst class is: 12. (3) Reactant: I[C:2]1[C:10]2[C:5](=[N:6][CH:7]=[CH:8][C:9]=2[O:11][C:12]2[CH:13]=[C:14]([CH:18]=[CH:19][CH:20]=2)[C:15]([O-:17])=[O:16])[N:4]([CH2:21][C:22]2[CH:27]=[CH:26][C:25]([O:28][CH3:29])=[CH:24][CH:23]=2)[N:3]=1.[NH2:30][C@@H:31]1[CH2:35][CH2:34][N:33]([C:36]([O:38][C:39]([CH3:42])([CH3:41])[CH3:40])=[O:37])[CH2:32]1.[CH3:43][C:44]1(C)C2C(=C(P(C3C=CC=CC=3)C3C=CC=CC=3)C=CC=2)OC2C(P(C3C=CC=CC=3)C3C=CC=CC=3)=CC=CC1=2.C(=O)([O-])[O-].[Cs+].[Cs+]. Product: [CH2:43]([O:17][C:15]([C:14]1[CH:13]=[C:12]([CH:20]=[CH:19][CH:18]=1)[O:11][C:9]1[CH:8]=[CH:7][N:6]=[C:5]2[N:4]([CH2:21][C:22]3[CH:27]=[CH:26][C:25]([O:28][CH3:29])=[CH:24][CH:23]=3)[N:3]=[C:2]([NH:30][C@@H:31]3[CH2:35][CH2:34][N:33]([C:36]([O:38][C:39]([CH3:42])([CH3:41])[CH3:40])=[O:37])[CH2:32]3)[C:10]=12)=[O:16])[CH3:44]. The catalyst class is: 62. (4) Reactant: [F:1][C:2]1[CH:7]=[CH:6][C:5]([C:8]2[N:16]3[C:11]([CH:12]=[C:13]([CH2:17][N:18]4[CH:22]=[C:21]([C:23]([OH:30])([C:26]([F:29])([F:28])[F:27])[CH2:24][CH3:25])[N:20]=[N:19]4)[CH:14]=[CH:15]3)=[CH:10][C:9]=2[CH:31]=O)=[CH:4][CH:3]=1.Cl.[CH2:34]([O:36][C:37](=[O:41])[CH2:38][CH2:39][NH2:40])[CH3:35].C(O)(=O)C.C(O[BH-](OC(=O)C)OC(=O)C)(=O)C.[Na+]. Product: [CH2:34]([O:36][C:37](=[O:41])[CH2:38][CH2:39][NH:40][CH2:31][C:9]1[CH:10]=[C:11]2[N:16]([C:8]=1[C:5]1[CH:6]=[CH:7][C:2]([F:1])=[CH:3][CH:4]=1)[CH:15]=[CH:14][C:13]([CH2:17][N:18]1[CH:22]=[C:21]([C:23]([OH:30])([C:26]([F:27])([F:28])[F:29])[CH2:24][CH3:25])[N:20]=[N:19]1)=[CH:12]2)[CH3:35]. The catalyst class is: 26. (5) Product: [OH:3][CH2:4][CH2:6][CH2:7][C:8]1([CH2:21][C:22]2([CH2:35][CH2:36][CH2:37][OH:38])[C:23]3[CH:24]=[CH:25][CH:26]=[CH:27][C:28]=3[C:29]3[C:34]2=[CH:33][CH:32]=[CH:31][CH:30]=3)[C:20]2[CH:19]=[CH:18][CH:17]=[CH:16][C:15]=2[C:14]2[C:9]1=[CH:10][CH:11]=[CH:12][CH:13]=2. The catalyst class is: 13. Reactant: C([O:3][C:4]([CH2:6][CH2:7][C:8]1([CH2:21][C:22]2([CH2:35][CH2:36][C:37](OCC)=[O:38])[C:34]3[CH:33]=[CH:32][CH:31]=[CH:30][C:29]=3[C:28]3[C:23]2=[CH:24][CH:25]=[CH:26][CH:27]=3)[C:20]2[CH:19]=[CH:18][CH:17]=[CH:16][C:15]=2[C:14]2[C:9]1=[CH:10][CH:11]=[CH:12][CH:13]=2)=O)C.C1(C)C=CC=CC=1.[H-].[Na+].COCCO[Al+]OCCOC.[H-].[OH-].[Na+]. (6) Reactant: Br[C:2]1[CH:3]=[CH:4][C:5]([Cl:12])=[C:6]([C:8]([F:11])([F:10])[F:9])[CH:7]=1.C([Li])CCC.B(F)(F)F.CCOCC.[CH2:27]([O:34][CH:35]1[CH2:41][CH2:40][CH:39]2[CH:37]([O:38]2)[CH2:36]1)[C:28]1[CH:33]=[CH:32][CH:31]=[CH:30][CH:29]=1.[Cl-].[NH4+]. Product: [CH2:27]([O:34][CH:35]1[CH2:41][CH2:40][CH:39]([OH:38])[CH:37]([C:2]2[CH:3]=[CH:4][C:5]([Cl:12])=[C:6]([C:8]([F:11])([F:10])[F:9])[CH:7]=2)[CH2:36]1)[C:28]1[CH:33]=[CH:32][CH:31]=[CH:30][CH:29]=1. The catalyst class is: 1. (7) Reactant: [Br:1]Br.[CH2:3]([O:5][C:6]1[CH:16]=[CH:15][C:14]([O:17][CH2:18][CH3:19])=[CH:13][C:7]=1[C:8]([O:10][CH2:11][CH3:12])=[O:9])[CH3:4]. Product: [Br:1][C:15]1[C:14]([O:17][CH2:18][CH3:19])=[CH:13][C:7]([C:8]([O:10][CH2:11][CH3:12])=[O:9])=[C:6]([O:5][CH2:3][CH3:4])[CH:16]=1. The catalyst class is: 15. (8) Reactant: [H-].[Na+].[C:3]([OH:7])#[C:4][CH2:5][CH3:6].CI.Cl.Br[C:12]1[CH:20]=[C:19]2[C:15]([CH:16]=[C:17]([C:29]3[CH:34]=[CH:33][CH:32]=[CH:31][C:30]=3[Cl:35])[N:18]2[CH2:21][C:22]2[N:27]=[C:26]([NH2:28])[CH:25]=[CH:24][CH:23]=2)=[CH:14][CH:13]=1.N1CCC[CH2:37]1. Product: [Cl:35][C:30]1[CH:31]=[CH:32][CH:33]=[CH:34][C:29]=1[C:17]1[N:18]([CH2:21][C:22]2[N:27]=[C:26]([NH2:28])[CH:25]=[CH:24][CH:23]=2)[C:19]2[C:15]([CH:16]=1)=[CH:14][CH:13]=[C:12]([C:6]#[C:5][CH2:4][CH2:3][O:7][CH3:37])[CH:20]=2. The catalyst class is: 128.